From a dataset of Forward reaction prediction with 1.9M reactions from USPTO patents (1976-2016). Predict the product of the given reaction. (1) Given the reactants CNC(NCCC[C@H](N)C(O)=O)=NC.C1(C)C=CC=CC=1.C(O[C:30]([N:32]1[CH2:36][CH2:35][CH2:34][C@@H:33]1[C:37]([C:39]1[C:47]2[C:42](=[CH:43][CH:44]=[C:45]([Br:48])[CH:46]=2)[NH:41][CH:40]=1)=O)=O)C1C=CC=CC=1.[OH-].[Na+], predict the reaction product. The product is: [Br:48][C:45]1[CH:46]=[C:47]2[C:42](=[CH:43][CH:44]=1)[NH:41][CH:40]=[C:39]2[CH2:37][C@H:33]1[CH2:34][CH2:35][CH2:36][N:32]1[CH3:30]. (2) Given the reactants [CH3:1][C:2]1[CH:7]=[CH:6][C:5]([C:8]2[NH:12][C:11](=O)[O:10][N:9]=2)=[CH:4][C:3]=1[N+:14]([O-:16])=[O:15].CN(C)C=O.O=P(Cl)(Cl)[Cl:24], predict the reaction product. The product is: [Cl:24][C:11]1[O:10][N:9]=[C:8]([C:5]2[CH:6]=[CH:7][C:2]([CH3:1])=[C:3]([N+:14]([O-:16])=[O:15])[CH:4]=2)[N:12]=1. (3) The product is: [CH2:1]([O:8][C:9]([N:11]1[CH2:16][CH:15]([O:17][CH2:18][C:19]2[CH:20]=[CH:21][C:22]3[O:27][CH2:26][CH2:25][N:24]([CH2:28][CH2:29][CH2:30][O:31][CH3:32])[C:23]=3[CH:33]=2)[CH:14]([C:34]2[CH:39]=[CH:38][C:37]([O:40][CH3:41])=[CH:36][CH:35]=2)[CH:13]([O:42][CH:47]2[CH2:46][CH2:45][CH:44]=[CH:43]2)[CH2:12]1)=[O:10])[C:2]1[CH:7]=[CH:6][CH:5]=[CH:4][CH:3]=1. Given the reactants [CH2:1]([O:8][C:9]([N:11]1[CH2:16][CH:15]([O:17][CH2:18][C:19]2[CH:20]=[CH:21][C:22]3[O:27][CH2:26][CH2:25][N:24]([CH2:28][CH2:29][CH2:30][O:31][CH3:32])[C:23]=3[CH:33]=2)[CH:14]([C:34]2[CH:39]=[CH:38][C:37]([O:40][CH3:41])=[CH:36][CH:35]=2)[CH:13]([OH:42])[CH2:12]1)=[O:10])[C:2]1[CH:7]=[CH:6][CH:5]=[CH:4][CH:3]=1.[CH:43]1(OC(=N)C(Cl)(Cl)Cl)[CH2:47][CH2:46][CH:45]=[CH:44]1, predict the reaction product. (4) The product is: [N+:14]([C:17]1[CH:37]=[CH:36][C:20]([CH2:21][O:22][C:23]([N:25]2[CH2:30][CH2:29][N+:28]3[C-:27]([C:33](=[O:35])[O:34][N:31]=3)[CH2:26]2)=[O:24])=[CH:19][CH:18]=1)([O-:16])=[O:15]. Given the reactants FC(F)(F)C(OC(=O)C(F)(F)F)=O.[N+:14]([C:17]1[CH:37]=[CH:36][C:20]([CH2:21][O:22][C:23]([N:25]2[CH2:30][CH2:29][N:28]([N:31]=O)[CH:27]([C:33]([OH:35])=[O:34])[CH2:26]2)=[O:24])=[CH:19][CH:18]=1)([O-:16])=[O:15], predict the reaction product. (5) Given the reactants C(OC([N:8]1[CH2:12][C@@H:11]([CH2:13][CH:14]([C:17](=[O:25])[NH:18][CH:19]2[CH2:24][CH2:23][O:22][CH2:21][CH2:20]2)[CH2:15][CH3:16])[C@H:10]([CH2:26][N:27]([CH:44]([CH3:46])[CH3:45])[C:28](=[O:43])[C:29]2[CH:34]=[CH:33][C:32]([O:35][CH3:36])=[C:31]([O:37][CH2:38][CH2:39][CH2:40][O:41][CH3:42])[CH:30]=2)[CH2:9]1)=O)(C)(C)C.CC#N.O, predict the reaction product. The product is: [CH:44]([N:27]([CH2:26][C@H:10]1[C@H:11]([CH2:13][CH:14]([C:17](=[O:25])[NH:18][CH:19]2[CH2:24][CH2:23][O:22][CH2:21][CH2:20]2)[CH2:15][CH3:16])[CH2:12][NH:8][CH2:9]1)[C:28](=[O:43])[C:29]1[CH:34]=[CH:33][C:32]([O:35][CH3:36])=[C:31]([O:37][CH2:38][CH2:39][CH2:40][O:41][CH3:42])[CH:30]=1)([CH3:45])[CH3:46]. (6) Given the reactants Br[C:2]1[CH:24]=[CH:23][C:5]([C:6]([N:8]2[CH2:13][CH2:12][N:11]([C:14]3[C:21]([CH3:22])=[CH:20][C:17]([C:18]#[N:19])=[CH:16][N:15]=3)[CH2:10][CH2:9]2)=[O:7])=[C:4]([F:25])[CH:3]=1.[O:26]1[CH2:30][CH2:29][NH:28][C:27]1=[O:31], predict the reaction product. The product is: [C:18]([C:17]1[CH:20]=[C:21]([CH3:22])[C:14]([N:11]2[CH2:12][CH2:13][N:8]([C:6]([C:5]3[CH:23]=[CH:24][C:2]([N:28]4[CH2:29][CH2:30][O:26][C:27]4=[O:31])=[CH:3][C:4]=3[F:25])=[O:7])[CH2:9][CH2:10]2)=[N:15][CH:16]=1)#[N:19].